This data is from Catalyst prediction with 721,799 reactions and 888 catalyst types from USPTO. The task is: Predict which catalyst facilitates the given reaction. (1) Reactant: C(NC(C)C)(C)C.CCCCCC.[CH:14]([O:17][C:18]([CH:20]1[CH2:25][CH2:24][CH2:23][CH2:22][CH2:21]1)=[O:19])([CH3:16])[CH3:15].Br[CH2:27][CH:28]([CH2:31][CH3:32])[CH2:29][CH3:30].Cl. Product: [CH:14]([O:17][C:18]([C:20]1([CH2:27][CH:28]([CH2:31][CH3:32])[CH2:29][CH3:30])[CH2:25][CH2:24][CH2:23][CH2:22][CH2:21]1)=[O:19])([CH3:16])[CH3:15]. The catalyst class is: 56. (2) Reactant: O[C:2]1[C:3]([C:14]2[CH:19]=[CH:18][CH:17]=[CH:16][CH:15]=2)=[CH:4][C:5]2[CH:10]=[N:9][C:8]([C:11]#[N:12])=[N:7][C:6]=2[N:13]=1.O=P(Cl)(Cl)[Cl:22]. Product: [Cl:22][C:2]1[C:3]([C:14]2[CH:19]=[CH:18][CH:17]=[CH:16][CH:15]=2)=[CH:4][C:5]2[CH:10]=[N:9][C:8]([C:11]#[N:12])=[N:7][C:6]=2[N:13]=1. The catalyst class is: 23. (3) Reactant: [CH3:1][S:2]([C:5]1[CH:10]=[CH:9][CH:8]=[CH:7][C:6]=1[C:11]1[CH:16]=[CH:15][C:14]([C:17]#[N:18])=[CH:13][CH:12]=1)(=[O:4])=[O:3].N.C1COCC1. The catalyst class is: 94. Product: [CH3:1][S:2]([C:5]1[CH:10]=[CH:9][CH:8]=[CH:7][C:6]=1[C:11]1[CH:12]=[CH:13][C:14]([CH2:17][NH2:18])=[CH:15][CH:16]=1)(=[O:3])=[O:4]. (4) Reactant: [NH2:1][C:2]([C:4]1[CH:5]=[N:6][C:7]2[C:12]([C:13]=1[NH:14][C:15]1[CH:16]=[C:17]([C:25]([O:27]C)=[O:26])[C:18]([C:21]([O:23]C)=[O:22])=[CH:19][CH:20]=1)=[CH:11][CH:10]=[C:9]([C:29]1[C:30]([CH3:35])=[N:31][O:32][C:33]=1[CH3:34])[CH:8]=2)=[O:3].[OH-].[Na+]. Product: [NH2:1][C:2]([C:4]1[CH:5]=[N:6][C:7]2[C:12]([C:13]=1[NH:14][C:15]1[CH:16]=[C:17]([C:25]([OH:27])=[O:26])[C:18]([C:21]([OH:23])=[O:22])=[CH:19][CH:20]=1)=[CH:11][CH:10]=[C:9]([C:29]1[C:30]([CH3:35])=[N:31][O:32][C:33]=1[CH3:34])[CH:8]=2)=[O:3]. The catalyst class is: 5. (5) Reactant: [Cl:1][C:2]1[CH:7]=[CH:6][CH:5]=[CH:4][C:3]=1[CH:8]([N:12]1[CH2:17][CH2:16][C:15]2[S:18][CH:19]=[CH:20][C:14]=2[CH2:13]1)[C:9]([NH2:11])=[O:10].ClC1C=CC=CC=1C(N1CCC2SC=CC=2C1)C#N.[S:40](=[O:44])(=[O:43])([OH:42])[OH:41].C(OCC)C. Product: [S:40]([OH:44])([OH:43])(=[O:42])=[O:41].[Cl:1][C:2]1[CH:7]=[CH:6][CH:5]=[CH:4][C:3]=1[CH:8]([N:12]1[CH2:17][CH2:16][C:15]2[S:18][CH:19]=[CH:20][C:14]=2[CH2:13]1)[C:9]([NH2:11])=[O:10]. The catalyst class is: 21. (6) Reactant: [Cl:1][C:2]([Cl:26])([Cl:25])[CH2:3][O:4][C:5]([C@@H:7]1[CH2:12][CH2:11][CH2:10][N:9]([C:13](=[O:24])[C@@H:14]([NH:16][C:17](=[O:23])[C@@H:18]([NH2:22])[CH:19]([CH3:21])[CH3:20])[CH3:15])[NH:8]1)=[O:6].[OH:27][C@@H:28]([C:30]1[CH:39]=[CH:38][C:37]2[C:32](=[CH:33][C:34](/[CH:40]=[CH:41]/[C@@:42]([CH2:47][O:48][CH3:49])([CH3:46])[C:43](O)=[O:44])=[CH:35][CH:36]=2)[N:31]=1)[CH3:29].F[P-](F)(F)(F)(F)F.CN(C(N(C)C)=[N+]1C2C(=NC=CC=2)[N+]([O-])=N1)C.C(N(CC)C(C)C)(C)C. Product: [Cl:26][C:2]([Cl:25])([Cl:1])[CH2:3][O:4][C:5]([C@@H:7]1[CH2:12][CH2:11][CH2:10][N:9]([C:13](=[O:24])[C@@H:14]([NH:16][C:17](=[O:23])[C@@H:18]([NH:22][C:43](=[O:44])[C@:42]([CH2:47][O:48][CH3:49])([CH3:46])/[CH:41]=[CH:40]/[C:34]2[CH:33]=[C:32]3[C:37]([CH:38]=[CH:39][C:30]([C@H:28]([OH:27])[CH3:29])=[N:31]3)=[CH:36][CH:35]=2)[CH:19]([CH3:21])[CH3:20])[CH3:15])[NH:8]1)=[O:6]. The catalyst class is: 4. (7) Reactant: [Si]([O:8][C:9]1[C:10]([F:19])=[C:11]([CH:14]=[C:15]([CH2:17][CH3:18])[CH:16]=1)[CH:12]=[O:13])(C(C)(C)C)(C)C.[F-].[K+].I[CH2:23][CH3:24]. Product: [CH2:23]([O:8][C:9]1[C:10]([F:19])=[C:11]([CH:14]=[C:15]([CH2:17][CH3:18])[CH:16]=1)[CH:12]=[O:13])[CH3:24]. The catalyst class is: 31. (8) Reactant: [CH:1]1([CH2:6][C@H:7]([C:11]2[CH:16]=[CH:15][CH:14]=[C:13]([C:17]([F:20])([F:19])[F:18])[CH:12]=2)[C:8]([OH:10])=O)[CH2:5][CH2:4][CH2:3][CH2:2]1.C(Cl)(=O)C(Cl)=O.N1C(C)=CC=CC=1C.[C:35]([Si:39]([CH3:50])([CH3:49])[O:40][CH2:41][CH2:42][N:43]1[CH:47]=[CH:46][C:45]([NH2:48])=[N:44]1)([CH3:38])([CH3:37])[CH3:36]. Product: [C:35]([Si:39]([CH3:50])([CH3:49])[O:40][CH2:41][CH2:42][N:43]1[CH:47]=[CH:46][C:45]([NH:48][C:8](=[O:10])[C@@H:7]([C:11]2[CH:16]=[CH:15][CH:14]=[C:13]([C:17]([F:20])([F:19])[F:18])[CH:12]=2)[CH2:6][CH:1]2[CH2:2][CH2:3][CH2:4][CH2:5]2)=[N:44]1)([CH3:38])([CH3:37])[CH3:36]. The catalyst class is: 2. (9) The catalyst class is: 15. Reactant: [S:1]1[C:5]2[CH:6]=[CH:7][CH:8]=[CH:9][C:4]=2[N:3]=[C:2]1[C:10]1[C:11]2[CH2:19][CH2:18][CH:17]([CH2:20][CH3:21])[CH2:16][C:12]=2[S:13][C:14]=1[NH2:15].[C:22](OC(=O)C)(=[O:24])[CH3:23]. Product: [S:1]1[C:5]2[CH:6]=[CH:7][CH:8]=[CH:9][C:4]=2[N:3]=[C:2]1[C:10]1[C:11]2[CH2:19][CH2:18][CH:17]([CH2:20][CH3:21])[CH2:16][C:12]=2[S:13][C:14]=1[NH:15][C:22](=[O:24])[CH3:23].